This data is from NCI-60 drug combinations with 297,098 pairs across 59 cell lines. The task is: Regression. Given two drug SMILES strings and cell line genomic features, predict the synergy score measuring deviation from expected non-interaction effect. Drug 1: CC1=C(N=C(N=C1N)C(CC(=O)N)NCC(C(=O)N)N)C(=O)NC(C(C2=CN=CN2)OC3C(C(C(C(O3)CO)O)O)OC4C(C(C(C(O4)CO)O)OC(=O)N)O)C(=O)NC(C)C(C(C)C(=O)NC(C(C)O)C(=O)NCCC5=NC(=CS5)C6=NC(=CS6)C(=O)NCCC[S+](C)C)O. Drug 2: N.N.Cl[Pt+2]Cl. Cell line: HT29. Synergy scores: CSS=22.8, Synergy_ZIP=-6.86, Synergy_Bliss=0.453, Synergy_Loewe=-4.11, Synergy_HSA=0.342.